Predict the product of the given reaction. From a dataset of Forward reaction prediction with 1.9M reactions from USPTO patents (1976-2016). (1) Given the reactants Cl[C:2]1[CH:7]=[C:6]([O:8][CH3:9])[N:5]=[C:4]([S:10][CH2:11][C:12]2[CH:17]=[CH:16][CH:15]=[C:14]([F:18])[C:13]=2[F:19])[N:3]=1.[CH3:20][N:21]([CH3:30])[CH2:22][CH2:23][N:24]([CH3:29])[S:25]([NH2:28])(=[O:27])=[O:26].C1(P(C2CCCCC2)C2C=CC=CC=2C2C(C(C)C)=CC(C(C)C)=CC=2C(C)C)CCCCC1.C(=O)([O-])[O-].[Cs+].[Cs+], predict the reaction product. The product is: [F:19][C:13]1[C:14]([F:18])=[CH:15][CH:16]=[CH:17][C:12]=1[CH2:11][S:10][C:4]1[N:3]=[C:2]([NH:28][S:25]([N:24]([CH2:23][CH2:22][N:21]([CH3:30])[CH3:20])[CH3:29])(=[O:27])=[O:26])[CH:7]=[C:6]([O:8][CH3:9])[N:5]=1. (2) Given the reactants [N:1]([CH2:4][C:5]1[CH:9]=[CH:8][N:7]([C:10]2[CH:15]=[CH:14][C:13]([I:16])=[CH:12][CH:11]=2)[N:6]=1)=[N+]=[N-], predict the reaction product. The product is: [I:16][C:13]1[CH:12]=[CH:11][C:10]([N:7]2[CH:8]=[CH:9][C:5]([CH2:4][NH2:1])=[N:6]2)=[CH:15][CH:14]=1. (3) Given the reactants [NH2:1][C:2]1[C:11]2[C:6](=[CH:7][CH:8]=[CH:9][CH:10]=2)[CH:5]=[CH:4][C:3]=1[C:12]([OH:21])([C:17]([F:20])([F:19])[F:18])[C:13]([F:16])([F:15])[F:14].[S:22]1[C:26]([C:27](Cl)=[O:28])=[CH:25][C:24]2[CH:30]=[CH:31][CH:32]=[CH:33][C:23]1=2, predict the reaction product. The product is: [F:20][C:17]([F:18])([F:19])[C:12]([C:3]1[CH:4]=[CH:5][C:6]2[C:11](=[CH:10][CH:9]=[CH:8][CH:7]=2)[C:2]=1[NH:1][C:27]([C:26]1[S:22][C:23]2[CH:33]=[CH:32][CH:31]=[CH:30][C:24]=2[CH:25]=1)=[O:28])([OH:21])[C:13]([F:14])([F:15])[F:16]. (4) Given the reactants [F:1][C:2]1[CH:10]=[CH:9][CH:8]=[C:7]([CH3:11])[C:3]=1[C:4]([OH:6])=O.O=S(Cl)Cl.CCN(CC)CC.[CH:23]1([NH2:26])[CH2:25][CH2:24]1, predict the reaction product. The product is: [CH:23]1([NH:26][C:4](=[O:6])[C:3]2[C:7]([CH3:11])=[CH:8][CH:9]=[CH:10][C:2]=2[F:1])[CH2:25][CH2:24]1. (5) Given the reactants [Cl:1][C:2]1[C:7]([F:8])=[CH:6][CH:5]=[C:4]([Cl:9])[C:3]=1[CH:10]([C:31]1[C:39]2[C:34](=[N:35][CH:36]=[C:37]([C:40]3[CH:41]=[N:42][N:43]([CH3:45])[CH:44]=3)[CH:38]=2)[NH:33][CH:32]=1)[C:11]([F:30])(S(C1C=CC=CC=1)(=O)=O)S(C1C=CC=CC=1)(=O)=O.P([O-])([O-])(O)=O.[Na+].[Na+], predict the reaction product. The product is: [Cl:1][C:2]1[C:7]([F:8])=[CH:6][CH:5]=[C:4]([Cl:9])[C:3]=1[CH:10]([C:31]1[C:39]2[C:34](=[N:35][CH:36]=[C:37]([C:40]3[CH:41]=[N:42][N:43]([CH3:45])[CH:44]=3)[CH:38]=2)[NH:33][CH:32]=1)[CH2:11][F:30]. (6) Given the reactants [CH2:1]([O:3][CH:4]([O:18][CH2:19][CH3:20])[CH2:5][N:6]1[C:10]([NH2:11])=[CH:9][C:8]([C:12]2[CH:13]=[N:14][CH:15]=[CH:16][CH:17]=2)=[N:7]1)[CH3:2].Br[C:22]1[CH:27]=[C:26]([N+:28]([O-:30])=[O:29])[CH:25]=[CH:24][C:23]=1[O:31][CH3:32].CC1(C)C2C(=C(P(C3C=CC=CC=3)C3C=CC=CC=3)C=CC=2)OC2C(P(C3C=CC=CC=3)C3C=CC=CC=3)=CC=CC1=2.C(=O)([O-])[O-].[Cs+].[Cs+], predict the reaction product. The product is: [CH2:1]([O:3][CH:4]([O:18][CH2:19][CH3:20])[CH2:5][N:6]1[C:10]([NH:11][C:24]2[CH:25]=[C:26]([N+:28]([O-:30])=[O:29])[CH:27]=[CH:22][C:23]=2[O:31][CH3:32])=[CH:9][C:8]([C:12]2[CH:13]=[N:14][CH:15]=[CH:16][CH:17]=2)=[N:7]1)[CH3:2]. (7) Given the reactants Br[CH2:2][C:3]1[CH:8]=[CH:7][C:6]([C:9]2[O:13][N:12]=[CH:11][CH:10]=2)=[CH:5][CH:4]=1.BrCC1CCCC[O:17]1.[NH:22]1[C:30]2[C:25](=[CH:26][CH:27]=[CH:28][CH:29]=2)[C:24]2([C:42]3[C:33](=[CH:34][C:35]4[O:40][CH2:39][CH2:38][O:37][C:36]=4[CH:41]=3)[O:32][CH2:31]2)[C:23]1=O, predict the reaction product. The product is: [O:13]1[C:9]([C:6]2[CH:7]=[CH:8][C:3]([CH2:2][N:22]3[C:30]4[C:25](=[CH:26][CH:27]=[CH:28][CH:29]=4)[C:24]4([C:42]5[C:33](=[CH:34][C:35]6[O:40][CH2:39][C:38](=[O:17])[O:37][C:36]=6[CH:41]=5)[O:32][CH2:31]4)[CH2:23]3)=[CH:4][CH:5]=2)=[CH:10][CH:11]=[N:12]1. (8) The product is: [Br:2][C:3]1[CH:4]=[C:5]([N:9]2[CH:14]=[N:16][CH:12]=[N:10]2)[CH:6]=[CH:7][CH:8]=1. Given the reactants Cl.[Br:2][C:3]1[CH:4]=[C:5]([NH:9][NH2:10])[CH:6]=[CH:7][CH:8]=1.Cl[CH2:12]Cl.[CH:14]([NH2:16])=O, predict the reaction product.